From a dataset of Full USPTO retrosynthesis dataset with 1.9M reactions from patents (1976-2016). Predict the reactants needed to synthesize the given product. Given the product [CH:17]1([C:14]2[CH:15]=[CH:16][C:11]([C:4]3[NH:3][CH:2]=[C:6]([C:7]([O:9][CH3:10])=[O:8])[CH:5]=3)=[CH:12][CH:13]=2)[CH2:18][CH2:19][CH2:20][CH2:21][CH2:22]1, predict the reactants needed to synthesize it. The reactants are: Cl[C:2]1[NH:3][C:4]([C:11]2[CH:16]=[CH:15][C:14]([CH:17]3[CH2:22][CH2:21][CH2:20][CH2:19][CH2:18]3)=[CH:13][CH:12]=2)=[CH:5][C:6]=1[C:7]([O:9][CH3:10])=[O:8].NC1OC(C2C=CC(C3CCCCC3)=CC=2)=CC=1C(OC)=O.